This data is from Peptide-MHC class I binding affinity with 185,985 pairs from IEDB/IMGT. The task is: Regression. Given a peptide amino acid sequence and an MHC pseudo amino acid sequence, predict their binding affinity value. This is MHC class I binding data. (1) The peptide sequence is DVMLVTLPV. The MHC is HLA-A68:02 with pseudo-sequence HLA-A68:02. The binding affinity (normalized) is 0.981. (2) The peptide sequence is LENCILIRLT. The MHC is HLA-B40:02 with pseudo-sequence HLA-B40:02. The binding affinity (normalized) is 0.162. (3) The peptide sequence is DEADLDEILL. The MHC is HLA-B45:01 with pseudo-sequence HLA-B45:01. The binding affinity (normalized) is 0.00958.